Dataset: Full USPTO retrosynthesis dataset with 1.9M reactions from patents (1976-2016). Task: Predict the reactants needed to synthesize the given product. (1) Given the product [Cl:37][C:31]1[CH:32]=[C:33]([Cl:36])[CH:34]=[CH:35][C:30]=1[C:28]1[C:27](=[O:38])[N:26]([CH3:39])[C:20]2[N:21]([CH3:25])[C:22]3[C:18]([C:19]=2[CH:29]=1)=[CH:17][C:16]([C:14]1[O:11][C:10]([CH2:9][OH:8])=[N:12][CH:13]=1)=[CH:24][CH:23]=3, predict the reactants needed to synthesize it. The reactants are: C([O:8][CH2:9][C:10]([NH:12][CH2:13][C:14]([C:16]1[CH:17]=[C:18]2[C:22](=[CH:23][CH:24]=1)[N:21]([CH3:25])[C:20]1[N:26]([CH3:39])[C:27](=[O:38])[C:28]([C:30]3[CH:35]=[CH:34][C:33]([Cl:36])=[CH:32][C:31]=3[Cl:37])=[CH:29][C:19]2=1)=O)=[O:11])C1C=CC=CC=1.O.CCOC(C)=O. (2) Given the product [CH3:8][C:6]1([CH3:7])[C:2]([CH3:21])([CH3:1])[O:3][B:4]([C:9]2[CH:10]=[CH:11][C:12]([NH:15][S:16]([CH2:19][CH2:20][N:24]([CH2:25][CH3:26])[CH2:22][CH3:23])(=[O:18])=[O:17])=[CH:13][CH:14]=2)[O:5]1, predict the reactants needed to synthesize it. The reactants are: [CH3:1][C:2]1([CH3:21])[C:6]([CH3:8])([CH3:7])[O:5][B:4]([C:9]2[CH:14]=[CH:13][C:12]([NH:15][S:16]([CH:19]=[CH2:20])(=[O:18])=[O:17])=[CH:11][CH:10]=2)[O:3]1.[CH2:22]([NH:24][CH2:25][CH3:26])[CH3:23].C(OCC)(=O)C.ClCCl. (3) Given the product [CH2:1]([N:8]1[C:14](=[O:15])[C:13]2[C:16]([C:39]3[CH:48]=[CH:47][C:46]4[O:45][CH2:44][CH2:43][CH2:42][C:41]=4[CH:40]=3)=[C:17]([CH:20]([O:25][C:26]([CH3:29])([CH3:28])[CH3:27])[C:21]([O:23][CH3:24])=[O:22])[CH:18]=[CH:19][C:12]=2[O:11][CH2:10][CH2:9]1)[C:2]1[CH:7]=[CH:6][CH:5]=[CH:4][CH:3]=1, predict the reactants needed to synthesize it. The reactants are: [CH2:1]([N:8]1[C:14](=[O:15])[C:13]2[C:16](Br)=[C:17]([CH:20]([O:25][C:26]([CH3:29])([CH3:28])[CH3:27])[C:21]([O:23][CH3:24])=[O:22])[CH:18]=[CH:19][C:12]=2[O:11][CH2:10][CH2:9]1)[C:2]1[CH:7]=[CH:6][CH:5]=[CH:4][CH:3]=1.CC1(C)C(C)(C)OB([C:39]2[CH:40]=[C:41]3[C:46](=[CH:47][CH:48]=2)[O:45][CH2:44][CH2:43][CH2:42]3)O1.C(=O)([O-])[O-].[Na+].[Na+].O.